Dataset: Experimentally validated miRNA-target interactions with 360,000+ pairs, plus equal number of negative samples. Task: Binary Classification. Given a miRNA mature sequence and a target amino acid sequence, predict their likelihood of interaction. (1) The miRNA is mmu-miR-144-3p with sequence UACAGUAUAGAUGAUGUACU. The protein sequence of the target gene is MTTTVATDYDNIEIQQQYSDVNNRWDVDDWDNENSSARLFERSRIKALADEREAVQKKTFTKWVNSHLARVSCRITDLYTDLRDGRMLIKLLEVLSGERLPKPTKGRMRIHCLENVDKALQFLKEQRVHLENMGSHDIVDGNHRLTLGLIWTIILRFQIQDISVETEDNKEKKSAKDALLLWCQMKTAGYPNVNIHNFTTSWRDGMAFNALIHKHRPDLIDFDKLKKSNAHYNLQNAFNLAEQHLGLTKLLDPEDISVDHPDEKSIITYVVTYYHYFSKMKALAVEGKRIGKVLDNAIET.... Result: 1 (interaction). (2) The miRNA is hsa-miR-6797-3p with sequence UGCAUGACCCUUCCCUCCCCAC. The protein sequence of the target gene is MSYTFTRGPVWKYSQSVQYGSHENIPRLSYSTFLPHFEFQDIIPPDDFLTSDEEQDLVLFGTMRGQVVGLRYYTGVVNNNEMVALQREPNNPYDKNAIKVNNVNGNQVGHIKREIAAAVAYIMDNKLAQVEGVVPFGASNTFTMPLYMTFWGKEENRNVVLEQLKKHGFKLGPTPKTLGSSLENAWGSGRAGPSYSRPAHVAVQMTTDQLKTEFDKLFEDLKEDDRTVEMEPAEAIETPLLPHQKQALAWMIARENSKELPPFWEQRNDLYYNTITNFSVKERPENVHGGILADDMGLGK.... Result: 0 (no interaction). (3) The miRNA is mmu-miR-466f-3p with sequence CAUACACACACACAUACACAC. The protein sequence of the target gene is MADFSVFLGFLKQIPRCLSIFFTYLLFLQLWEVNSDKVWVLGPEESILARVGEAVEFPCRLSSYQDAEHMEIRWFRAQVSNVVYLYQEPQGRSSLQMAQFRNRTLFEAYDIAEGSVNLHILKVLPSDEGRYGCRFLSDNFSGEATWELEVAGSGSDPHISLQGFSGEGIQLQCSSSGWYPKPKVQWRGHQGQCLSPESEAITQNAQGLFSLETSVIVRGGAHSNVSCIIQNPLLPQKKEFVIQIADVFLPRMSPWKKAFVGTLVVLPLSLIVLTMLALRYFYKLRSFQEKQVKQGEEVRE.... Result: 1 (interaction). (4) The miRNA is hsa-miR-626 with sequence AGCUGUCUGAAAAUGUCUU. The protein sequence of the target gene is MDFSMVAGAAAYNEKSGRITSLSLLFQKVFAQIFPQWRKGNTEECLPYKCSETGALGENYSWQIPINHNDFKILKNNERQLCEVLQNKFGCISTLVSPVQEGNSKSLQVFRKMLTPRIELSVWKDDLTTHAVDAVVNAANEDLLHGGGLALALVKAGGFEIQEESKQFVARYGKVSAGEIAVTGAGRLPCKQIIHAVGPRWMEWDKQGCTGKLQRAIVSILNYVIYKNTHIKTVAIPALSSGIFQFPLNLCTKTIVETIRVSLQGKPMMSNLKEIHLVSNEDPTVAAFKAASEFILGKSE.... Result: 0 (no interaction). (5) The miRNA is hsa-miR-17-3p with sequence ACUGCAGUGAAGGCACUUGUAG. The protein sequence of the target gene is MENSLRCVWVPKLAFVLFGASLFSAHLQVTGFQIKAFTALRFLSEPSDAVTMRGGNVLLDCSAESDRGVPVIKWKKDGIHLALGMDERKQQLSNGSLLIQNILHSRHHKPDEGLYQCEASLGDSGSIISRTAKVAVAGPLRFLSQTESVTAFMGDTVLLKCEVIGEPMPTIHWQKNQQDLTPIPGDSRVVVLPSGALQISRLQPGDIGIYRCSARNPASSRTGNEAEVRILSDPGLHRQLYFLQRPSNVVAIEGKDAVLECCVSGYPPPSFTWLRGEEVIQLRSKKYSLLGGSNLLISNV.... Result: 1 (interaction). (6) The miRNA is hsa-miR-186-3p with sequence GCCCAAAGGUGAAUUUUUUGGG. The protein sequence of the target gene is MTELETAMGMIIDVFSRYSGSEGSTQTLTKGELKVLMEKELPGFLQSGKDKDAVDKLLKDLDANGDAQVDFSEFIVFVAAITSACHKYFEKAGLK. Result: 0 (no interaction).